From a dataset of Catalyst prediction with 721,799 reactions and 888 catalyst types from USPTO. Predict which catalyst facilitates the given reaction. (1) Reactant: [CH3:1][O:2][C:3]([CH2:5][C@H:6]([NH2:10])[C:7]([OH:9])=O)=[O:4].Cl.[CH3:12]CN(CC)CC.[Si](Cl)(C)(C)C.[C:24]1([CH3:33])[CH:29]=[CH:28][C:27]([C:30](Cl)=[O:31])=[CH:26][CH:25]=1. Product: [CH3:33][C:24]1[CH:29]=[CH:28][C:27]([C:30]([NH:10][CH:6]([C:7](=[O:9])[CH3:12])[CH2:5][C:3]([O:2][CH3:1])=[O:4])=[O:31])=[CH:26][CH:25]=1. The catalyst class is: 2. (2) Reactant: [OH:1][C:2]1[CH:9]=[CH:8][C:5]([C:6]#[N:7])=[CH:4][CH:3]=1.[Br:10][CH2:11][CH2:12][CH2:13]Br.C([O-])([O-])=O.[Cs+].[Cs+]. Product: [Br:10][CH2:11][CH2:12][CH2:13][O:1][C:2]1[CH:9]=[CH:8][C:5]([C:6]#[N:7])=[CH:4][CH:3]=1. The catalyst class is: 10.